This data is from Reaction yield outcomes from USPTO patents with 853,638 reactions. The task is: Predict the reaction yield, written as a fraction of the theoretical maximum amount of product (1.0 means a 100% yield; for example, 0.34 means a 34% yield). (1) The catalyst is C(Cl)(Cl)(Cl)Cl. The yield is 0.879. The product is [Br:10][CH:7]([C:1](=[O:6])[C:2]([CH3:5])([CH3:4])[CH3:3])[C:8]#[N:9]. The reactants are [C:1]([CH2:7][C:8]#[N:9])(=[O:6])[C:2]([CH3:5])([CH3:4])[CH3:3].[Br:10]N1C(=O)CCC1=O. (2) The yield is 0.950. The reactants are [CH3:1][C:2]1[O:6][N:5]=[C:4]([C:7]2[CH:12]=[CH:11][CH:10]=[CH:9][CH:8]=2)[C:3]=1[CH2:13][O:14][C:15]1[CH:23]=[CH:22][C:18]([C:19]([OH:21])=O)=[CH:17][N:16]=1.[NH2:24][CH:25]1[CH2:30][CH2:29][CH2:28][N:27]([CH2:31][CH3:32])[CH2:26]1. No catalyst specified. The product is [CH2:31]([N:27]1[CH2:28][CH2:29][CH2:30][CH:25]([NH:24][C:19](=[O:21])[C:18]2[CH:22]=[CH:23][C:15]([O:14][CH2:13][C:3]3[C:4]([C:7]4[CH:8]=[CH:9][CH:10]=[CH:11][CH:12]=4)=[N:5][O:6][C:2]=3[CH3:1])=[N:16][CH:17]=2)[CH2:26]1)[CH3:32]. (3) The reactants are C([NH:8][CH:9]1[CH2:14][CH:13]([C:15]2[CH:20]=[CH:19][N:18]=[CH:17][C:16]=2[N+:21]([O-])=O)[O:12][CH:11]([CH3:24])[CH2:10]1)C1C=CC=CC=1.[C:33](O[C:33]([O:35][C:36]([CH3:39])([CH3:38])[CH3:37])=[O:34])([O:35][C:36]([CH3:39])([CH3:38])[CH3:37])=[O:34]. The catalyst is CO.[OH-].[Pd+2].[OH-]. The product is [NH2:21][C:16]1[CH:17]=[N:18][CH:19]=[CH:20][C:15]=1[CH:13]1[CH2:14][CH:9]([NH:8][C:33](=[O:34])[O:35][C:36]([CH3:37])([CH3:38])[CH3:39])[CH2:10][CH:11]([CH3:24])[O:12]1. The yield is 0.450. (4) The reactants are [F:1][C:2]1[CH:7]=[CH:6][CH:5]=[CH:4][C:3]=1[C:8](=[O:15])[CH2:9][C:10]([O:12][CH2:13][CH3:14])=[O:11].S(Cl)([Cl:19])(=O)=O. The catalyst is C(OCC)C. The product is [Cl:19][CH:9]([C:8]([C:3]1[CH:4]=[CH:5][CH:6]=[CH:7][C:2]=1[F:1])=[O:15])[C:10]([O:12][CH2:13][CH3:14])=[O:11]. The yield is 0.970. (5) The reactants are [NH2:1][C:2]1[CH:7]=[CH:6][C:5]([Br:8])=[CH:4][N:3]=1.[I:9]([O-])(=O)(=O)=O.[Na+].II.FC(F)(F)C(O)=O.S([O-])([O-])=O.[Na+].[Na+]. The catalyst is C(#N)C.O. The product is [NH2:1][C:2]1[C:7]([I:9])=[CH:6][C:5]([Br:8])=[CH:4][N:3]=1. The yield is 0.750. (6) The reactants are [C:1]12([CH2:11][O:12][C:13]3[CH:20]=[CH:19][C:16]([C:17]#[N:18])=[CH:15][C:14]=3Br)[CH2:10][CH:5]3[CH2:6][CH:7]([CH2:9][CH:3]([CH2:4]3)[CH2:2]1)[CH2:8]2.C(=O)([O-])[O-].[K+].[K+].[CH3:28][O:29][C:30]1[C:35](B(O)O)=[CH:34][CH:33]=[CH:32][N:31]=1. The catalyst is O1CCOCC1.C1C=CC([P]([Pd]([P](C2C=CC=CC=2)(C2C=CC=CC=2)C2C=CC=CC=2)([P](C2C=CC=CC=2)(C2C=CC=CC=2)C2C=CC=CC=2)[P](C2C=CC=CC=2)(C2C=CC=CC=2)C2C=CC=CC=2)(C2C=CC=CC=2)C2C=CC=CC=2)=CC=1. The product is [C:1]12([CH2:11][O:12][C:13]3[CH:20]=[CH:19][C:16]([C:17]#[N:18])=[CH:15][C:14]=3[C:35]3[C:30]([O:29][CH3:28])=[N:31][CH:32]=[CH:33][CH:34]=3)[CH2:10][CH:5]3[CH2:6][CH:7]([CH2:9][CH:3]([CH2:4]3)[CH2:2]1)[CH2:8]2. The yield is 0.980. (7) The reactants are [Cl:1][C:2]1[CH:7]=[CH:6][C:5]([Cl:8])=[CH:4][C:3]=1[NH:9][C:10]1[N:15]2[N:16]=[CH:17][C:18]([S:19]([NH2:22])(=[O:21])=[O:20])=[C:14]2[N:13]=[CH:12][C:11]=1[C:23]([N:25]1[CH2:30][CH2:29][CH:28]([C:31]2[CH:36]=[CH:35][C:34]([F:37])=[CH:33][CH:32]=2)[CH2:27][CH2:26]1)=[O:24].[CH:38](O)=[O:39]. No catalyst specified. The product is [Cl:1][C:2]1[CH:7]=[CH:6][C:5]([Cl:8])=[CH:4][C:3]=1[NH:9][C:10]1[N:15]2[N:16]=[CH:17][C:18]([S:19]([NH:22][CH:38]=[O:39])(=[O:21])=[O:20])=[C:14]2[N:13]=[CH:12][C:11]=1[C:23]([N:25]1[CH2:30][CH2:29][CH:28]([C:31]2[CH:32]=[CH:33][C:34]([F:37])=[CH:35][CH:36]=2)[CH2:27][CH2:26]1)=[O:24]. The yield is 0.340. (8) The reactants are [ClH:1].[CH2:2]([C:5]1[N:6]=[C:7]([NH2:10])[NH:8][CH:9]=1)[C:3]#[CH:4].[N:11]([CH2:14][C:15]([CH3:23])=[CH:16][C:17]1[CH:22]=[CH:21][CH:20]=[CH:19][CH:18]=1)=[N+:12]=[N-:13]. No catalyst specified. The product is [ClH:1].[CH3:23][C:15](=[CH:16][C:17]1[CH:22]=[CH:21][CH:20]=[CH:19][CH:18]=1)[CH2:14][N:11]1[CH:4]=[C:3]([CH2:2][C:5]2[N:6]=[C:7]([NH2:10])[NH:8][CH:9]=2)[N:13]=[N:12]1. The yield is 0.910. (9) The reactants are [Cl:1][C:2]1[CH:7]=[CH:6][C:5]([CH:8]2[CH2:13][CH2:12][CH:11]([NH:14]C(=O)OC(C)(C)C)[CH2:10][CH2:9]2)=[CH:4][CH:3]=1.FC(F)(F)C(O)=O. The catalyst is ClCCl. The product is [Cl:1][C:2]1[CH:3]=[CH:4][C:5]([CH:8]2[CH2:13][CH2:12][CH:11]([NH2:14])[CH2:10][CH2:9]2)=[CH:6][CH:7]=1. The yield is 0.721.